From a dataset of Drug-target binding data from BindingDB using IC50 measurements. Regression. Given a target protein amino acid sequence and a drug SMILES string, predict the binding affinity score between them. We predict pIC50 (pIC50 = -log10(IC50 in M); higher means more potent). Dataset: bindingdb_ic50. (1) The drug is CC(C)C[C@@H](/C=C/S(C)(=O)=O)NC(=O)[C@H](CO)NC(=O)[C@H](CCC(=O)OC(C)(C)C)NS(=O)(=O)c1ccccc1. The target protein (P49721) has sequence MEYLIGIQGPDYVLVASDRVAASNIVQMKDDHDKMFKMSEKILLLCVGEAGDTVQFAEYIQKNVQLYKMRNGYELSPTAAANFTRRNLADCLRSRTPYHVNLLLAGYDEHEGPALYYMDYLAALAKAPFAAHGYGAFLTLSILDRYYTPTISRERAVELLRKCLEELQKRFILNLPTFSVRIIDKNGIHDLDNISFPKQGS. The pIC50 is 3.4. (2) The target protein (Q14123) has sequence MESPTKEIEEFESNSLKYLQPEQIEKIWLRLRGLRKYKKTSQRLRSLVKQLERGEASVVDLKKNLEYAATVLESVYIDETRRLLDTEDELSDIQSDAVPSEVRDWLASTFTRQMGMMLRRSDEKPRFKSIVHAVQAGIFVERMYRRTSNMVGLSYPPAVIEALKDVDKWSFDVFSLNEASGDHALKFIFYELLTRYDLISRFKIPISALVSFVEALEVGYSKHKNPYHNLMHAADVTQTVHYLLYKTGVANWLTELEIFAIIFSAAIHDYEHTGTTNNFHIQTRSDPAILYNDRSVLENHHLSAAYRLLQDDEEMNILINLSKDDWREFRTLVIEMVMATDMSCHFQQIKAMKTALQQPEAIEKPKALSLMLHTADISHPAKAWDLHHRWTMSLLEEFFRQGDREAELGLPFSPLCDRKSTMVAQSQVGFIDFIVEPTFTVLTDMTEKIVSPLIDETSQTGGTGQRRSSLNSISSSDAKRSGVKTSGSEGSAPINNSVIS.... The small molecule is CC(C)c1[nH]nc2c(=O)[nH]c(Cc3ccccc3OCCN3CCOCC3)nc12. The pIC50 is 6.0.